Dataset: Full USPTO retrosynthesis dataset with 1.9M reactions from patents (1976-2016). Task: Predict the reactants needed to synthesize the given product. (1) Given the product [C:1]([O:5][C:6]([N:8]1[CH2:12][C@@H:11]([CH2:13][NH:14][C:28]([CH:22]2[CH2:27][CH2:26][CH2:25][CH2:24][CH2:23]2)=[O:29])[CH2:10][C@H:9]1[C:15]([N:17]1[CH2:18][CH2:19][CH2:20][CH2:21]1)=[O:16])=[O:7])([CH3:4])([CH3:2])[CH3:3], predict the reactants needed to synthesize it. The reactants are: [C:1]([O:5][C:6]([N:8]1[CH2:12][C@@H:11]([CH2:13][NH2:14])[CH2:10][C@H:9]1[C:15]([N:17]1[CH2:21][CH2:20][CH2:19][CH2:18]1)=[O:16])=[O:7])([CH3:4])([CH3:3])[CH3:2].[CH:22]1([C:28](Cl)=[O:29])[CH2:27][CH2:26][CH2:25][CH2:24][CH2:23]1.C(N(CC)CC)C. (2) Given the product [CH3:8][C:2]1[C:3]([CH2:4][CH2:5][C:6]#[N:7])=[CH:16][C:15]2[C:10](=[N:11][CH:12]=[CH:13][CH:14]=2)[N:9]=1, predict the reactants needed to synthesize it. The reactants are: O=[C:2]([CH3:8])[CH2:3][CH2:4][CH2:5][C:6]#[N:7].[NH2:9][C:10]1[C:15]([CH:16]=O)=[CH:14][CH:13]=[CH:12][N:11]=1. (3) Given the product [N+:9]([C:6]1[CH:7]=[CH:8][C:3]([CH2:2][NH:21][CH2:19][CH3:20])=[CH:4][CH:5]=1)([O-:11])=[O:10], predict the reactants needed to synthesize it. The reactants are: Cl[CH2:2][C:3]1[CH:8]=[CH:7][C:6]([N+:9]([O-:11])=[O:10])=[CH:5][CH:4]=1.C(=O)([O-])[O-].[K+].[K+].Cl.[CH2:19]([NH2:21])[CH3:20]. (4) Given the product [Cl:1][C:2]1[CH:7]=[CH:6][C:5]([Cl:8])=[CH:4][C:3]=1[C:9]1[N:10]=[C:11]2[CH:16]=[CH:15][CH:14]=[CH:13][N:12]2[C:17]=1[C:18]1[N:22]([C:23]2[CH:24]=[CH:25][C:26]([C:27]([OH:29])=[O:28])=[CH:32][CH:33]=2)[CH:21]=[N:20][N:19]=1, predict the reactants needed to synthesize it. The reactants are: [Cl:1][C:2]1[CH:7]=[CH:6][C:5]([Cl:8])=[CH:4][C:3]=1[C:9]1[N:10]=[C:11]2[CH:16]=[CH:15][CH:14]=[CH:13][N:12]2[C:17]=1[C:18]1[N:22]([C:23]2[CH:33]=[CH:32][C:26]([C:27]([O:29]CC)=[O:28])=[CH:25][CH:24]=2)[CH:21]=[N:20][N:19]=1.[Li+].[OH-]. (5) Given the product [C:20]1([CH2:19][CH2:18][CH2:17][N:13]2[CH2:12][CH:11]3[CH:15]([CH:10]3[C:6]3[CH:5]=[C:4]([NH2:1])[CH:9]=[CH:8][CH:7]=3)[CH2:14]2)[CH:21]=[CH:22][CH:23]=[CH:24][CH:25]=1, predict the reactants needed to synthesize it. The reactants are: [N+:1]([C:4]1[CH:5]=[C:6]([CH:10]2[CH:15]3[CH:11]2[CH2:12][N:13]([CH2:17][CH2:18][CH2:19][C:20]2[CH:25]=[CH:24][CH:23]=[CH:22][CH:21]=2)[C:14]3=O)[CH:7]=[CH:8][CH:9]=1)([O-])=O.[H-].[Al+3].[Li+].[H-].[H-].[H-].Cl.[OH-].[Na+]. (6) Given the product [CH3:1][C:2]1[N:7]=[CH:6][C:5]([NH:8][C:39](=[O:40])[C:38]2[CH:42]=[CH:43][CH:44]=[C:36]([C:35]([F:34])([F:45])[F:46])[CH:37]=2)=[CH:4][C:3]=1[C:9]1[N:10]=[N:11][C:12]([S:21]([CH3:24])(=[O:23])=[O:22])=[C:13]([N:15]2[CH2:20][CH2:19][O:18][CH2:17][CH2:16]2)[CH:14]=1, predict the reactants needed to synthesize it. The reactants are: [CH3:1][C:2]1[N:7]=[CH:6][C:5]([NH2:8])=[CH:4][C:3]=1[C:9]1[N:10]=[N:11][C:12]([S:21]([CH3:24])(=[O:23])=[O:22])=[C:13]([N:15]2[CH2:20][CH2:19][O:18][CH2:17][CH2:16]2)[CH:14]=1.CCN(C(C)C)C(C)C.[F:34][C:35]([F:46])([F:45])[C:36]1[CH:37]=[C:38]([CH:42]=[CH:43][CH:44]=1)[C:39](O)=[O:40].CN(C(ON1N=NC2C=CC=NC1=2)=[N+](C)C)C.F[P-](F)(F)(F)(F)F.